Dataset: Forward reaction prediction with 1.9M reactions from USPTO patents (1976-2016). Task: Predict the product of the given reaction. (1) Given the reactants [C:1]([O:5][C:6]([N:8]1[CH2:13][C@H:12]([O:14][CH2:15][C:16]2[CH:25]=[C:24]([O:26][CH3:27])[C:23]3[C:18](=[CH:19][CH:20]=[CH:21][CH:22]=3)[CH:17]=2)[C@@H:11]([C:28]2[CH:33]=[CH:32][C:31]([O:34]CC=C)=[CH:30][CH:29]=2)[C@H:10]([O:38][CH2:39][C@H:40]([OH:44])[CH2:41][O:42][CH3:43])[CH2:9]1)=[O:7])([CH3:4])([CH3:3])[CH3:2].C1(P(C2C=CC=CC=2)C2C=CC=CC=2)C=CC=CC=1.[BH4-].[Li+], predict the reaction product. The product is: [C:1]([O:5][C:6]([N:8]1[CH2:13][C@H:12]([O:14][CH2:15][C:16]2[CH:25]=[C:24]([O:26][CH3:27])[C:23]3[C:18](=[CH:19][CH:20]=[CH:21][CH:22]=3)[CH:17]=2)[C@@H:11]([C:28]2[CH:33]=[CH:32][C:31]([OH:34])=[CH:30][CH:29]=2)[C@H:10]([O:38][CH2:39][C@H:40]([OH:44])[CH2:41][O:42][CH3:43])[CH2:9]1)=[O:7])([CH3:3])([CH3:4])[CH3:2]. (2) Given the reactants Br[C:2]1[CH:3]=[C:4]([CH:28]=[CH:29][CH:30]=1)[C:5]([NH:7][C:8]1[N:9]=[N:10][C:11]([N:14]2[C:18]([C:19]([F:22])([F:21])[F:20])=[CH:17][C:16]([C:23]3[S:24][CH:25]=[CH:26][N:27]=3)=[N:15]2)=[CH:12][CH:13]=1)=[O:6].[F:31][C:32]1[CH:37]=[CH:36][C:35](B(O)O)=[CH:34][N:33]=1.C(=O)([O-])[O-].[Cs+].[Cs+], predict the reaction product. The product is: [F:31][C:32]1[N:33]=[CH:34][C:35]([C:2]2[CH:3]=[C:4]([CH:28]=[CH:29][CH:30]=2)[C:5]([NH:7][C:8]2[N:9]=[N:10][C:11]([N:14]3[C:18]([C:19]([F:21])([F:22])[F:20])=[CH:17][C:16]([C:23]4[S:24][CH:25]=[CH:26][N:27]=4)=[N:15]3)=[CH:12][CH:13]=2)=[O:6])=[CH:36][CH:37]=1. (3) Given the reactants [CH:1]1(P(C2CCCCC2)C2C=CC=CC=2C2C(OC)=CC=CC=2OC)CCCCC1.O.P([O-])([O-])([O-])=O.[K+].[K+].[K+].CB(O)O.Cl[C:44]1[CH:52]=[C:51]2[C:47]([C:48]([CH:53]=[O:54])=[CH:49][NH:50]2)=[CH:46][C:45]=1[C:55]1[CH:60]=[CH:59][C:58]([C:61]2([OH:65])[CH2:64][CH2:63][CH2:62]2)=[CH:57][CH:56]=1.[Cl-].[NH4+], predict the reaction product. The product is: [OH:65][C:61]1([C:58]2[CH:57]=[CH:56][C:55]([C:45]3[CH:46]=[C:47]4[C:51](=[CH:52][C:44]=3[CH3:1])[NH:50][CH:49]=[C:48]4[CH:53]=[O:54])=[CH:60][CH:59]=2)[CH2:64][CH2:63][CH2:62]1. (4) Given the reactants [CH2:1]1[C:11]2[C:4](=[CH:5][C:6]([C:8]([CH:10]=2)=[O:9])=[O:7])[NH:3][CH:2]1C(O)=O.OC1C=C2C(=CC=1O)NC(C(O)=O)=C2, predict the reaction product. The product is: [OH:9][C:8]1[CH:10]=[C:11]2[C:4](=[CH:5][C:6]=1[OH:7])[NH:3][CH:2]=[CH:1]2. (5) Given the reactants CO.[CH3:3][NH2:4].[CH3:5][C:6]1[CH:13]=[C:12]([O:14][CH:15]2[CH2:18][N:17]([C:19]([C:21]3[O:22][C:23]([C:26]4[CH:31]=[CH:30][CH:29]=[CH:28][CH:27]=4)=[N:24][N:25]=3)=[O:20])[CH2:16]2)[CH:11]=[CH:10][C:7]=1[CH:8]=O.[BH4-].[Na+], predict the reaction product. The product is: [CH3:5][C:6]1[CH:13]=[C:12]([CH:11]=[CH:10][C:7]=1[CH2:8][NH:4][CH3:3])[O:14][CH:15]1[CH2:18][N:17]([C:19]([C:21]2[O:22][C:23]([C:26]3[CH:31]=[CH:30][CH:29]=[CH:28][CH:27]=3)=[N:24][N:25]=2)=[O:20])[CH2:16]1. (6) Given the reactants Cl[C:2]1[C:11]2=[N:12][N:13](CC3C=CC(OC)=CC=3)[CH:14]=[C:10]2[C:9]2[CH:8]=[C:7]([O:24][CH3:25])[CH:6]=[CH:5][C:4]=2[N:3]=1.[O:26]1[CH2:31][CH2:30][O:29][C:28]2[CH:32]=[C:33]([NH2:36])[CH:34]=[CH:35][C:27]1=2.Cl, predict the reaction product. The product is: [O:26]1[C:27]2[CH:35]=[CH:34][C:33]([NH:36][C:2]3[C:11]4=[N:12][NH:13][CH:14]=[C:10]4[C:9]4[CH:8]=[C:7]([O:24][CH3:25])[CH:6]=[CH:5][C:4]=4[N:3]=3)=[CH:32][C:28]=2[O:29][CH2:30][CH2:31]1. (7) Given the reactants [C:1]([OH:6])(=O)[CH:2]([CH3:4])[OH:3].P(=O)(O)(O)O.[O-2:12].[Mg+2], predict the reaction product. The product is: [OH:12][CH2:4][C@@H:2]([C@H:1]([C@@H:4]([C@@H:2]([CH2:1][OH:6])[OH:3])[OH:12])[OH:6])[OH:3].